Predict the reaction yield, written as a fraction of the theoretical maximum amount of product (1.0 means a 100% yield; for example, 0.34 means a 34% yield). From a dataset of Reaction yield outcomes from USPTO patents with 853,638 reactions. The reactants are [Br:1][C:2]1[N:7]=[C:6]([CH:8]=[O:9])[C:5]([Cl:10])=[CH:4][CH:3]=1.[CH3:11][Mg]Br.[Cl-].[NH4+]. The catalyst is C1COCC1. The product is [Br:1][C:2]1[N:7]=[C:6]([CH:8]([OH:9])[CH3:11])[C:5]([Cl:10])=[CH:4][CH:3]=1. The yield is 0.780.